This data is from Peptide-MHC class I binding affinity with 185,985 pairs from IEDB/IMGT. The task is: Regression. Given a peptide amino acid sequence and an MHC pseudo amino acid sequence, predict their binding affinity value. This is MHC class I binding data. (1) The peptide sequence is LLLLISLVY. The MHC is HLA-B08:02 with pseudo-sequence HLA-B08:02. The binding affinity (normalized) is 0.0847. (2) The peptide sequence is LQLGFSTGV. The MHC is HLA-A68:02 with pseudo-sequence HLA-A68:02. The binding affinity (normalized) is 0.331.